This data is from Forward reaction prediction with 1.9M reactions from USPTO patents (1976-2016). The task is: Predict the product of the given reaction. (1) The product is: [CH3:20][O:19][C:16]1[N:15]=[CH:14][C:13]([C:12]2[N:6]3[C:7]([CH:8]=[N:9][C:4]([NH:30][C:31]4[CH:32]=[C:33]5[C:37](=[CH:38][CH:39]=4)[N:36]([CH3:40])[C:35](=[O:41])[CH2:34]5)=[N:5]3)=[CH:10][CH:11]=2)=[CH:18][CH:17]=1. Given the reactants CS([C:4]1[N:9]=[CH:8][C:7]2=[CH:10][CH:11]=[C:12]([C:13]3[CH:14]=[N:15][C:16]([O:19][CH3:20])=[CH:17][CH:18]=3)[N:6]2[N:5]=1)=O.C(N(CC)C(C)C)(C)C.[NH2:30][C:31]1[CH:32]=[C:33]2[C:37](=[CH:38][CH:39]=1)[N:36]([CH3:40])[C:35](=[O:41])[CH2:34]2.COCC(O)C, predict the reaction product. (2) Given the reactants [C:1]1([C:13](=O)[C:14](OC)=[O:15])[C:11]2=[C:12]3[C:7](=[CH:8][CH:9]=[CH:10]2)[CH2:6][CH2:5][CH2:4][N:3]3[CH:2]=1.[NH:19]1[C:27]2[C:22](=[CH:23][CH:24]=[CH:25][CH:26]=2)[C:21]([CH2:28][C:29]([NH2:31])=[O:30])=[CH:20]1, predict the reaction product. The product is: [C:1]1([C:13]2[C:14](=[O:15])[NH:31][C:29](=[O:30])[C:28]=2[C:21]2[C:22]3[C:27](=[CH:26][CH:25]=[CH:24][CH:23]=3)[NH:19][CH:20]=2)[C:11]2=[C:12]3[C:7](=[CH:8][CH:9]=[CH:10]2)[CH2:6][CH2:5][CH2:4][N:3]3[CH:2]=1. (3) Given the reactants C[O:2][C:3]([C:5]1[N:6]([CH2:26][CH2:27]OS(C)(=O)=O)[C:7]2[C:12]([C:13]=1[C:14]1[CH:19]=[CH:18][C:17]([O:20][CH3:21])=[CH:16][CH:15]=1)=[CH:11][C:10]([O:22][CH3:23])=[C:9]([O:24][CH3:25])[CH:8]=2)=O.[CH3:33][N:34](C=O)C, predict the reaction product. The product is: [CH3:25][O:24][C:9]1[C:10]([O:22][CH3:23])=[CH:11][C:12]2[C:13]([C:14]3[CH:15]=[CH:16][C:17]([O:20][CH3:21])=[CH:18][CH:19]=3)=[C:5]3[C:3](=[O:2])[N:34]([CH3:33])[CH2:27][CH2:26][N:6]3[C:7]=2[CH:8]=1.